From a dataset of Catalyst prediction with 721,799 reactions and 888 catalyst types from USPTO. Predict which catalyst facilitates the given reaction. (1) Reactant: ON=[C:3]1[CH2:15][C:5]2([C:13]3[C:8](=[CH:9][CH:10]=[CH:11][CH:12]=3)[NH:7][C:6]2=[O:14])[CH2:4]1.[NH3:16]. Product: [NH2:16][N:7]1[C:8]2[C:13](=[CH:12][CH:11]=[CH:10][CH:9]=2)[C:5]2([CH2:15][CH2:3][CH2:4]2)[C:6]1=[O:14]. The catalyst class is: 94. (2) Reactant: [CH2:1]([O:8][C:9]1[CH:14]=[CH:13][C:12]([CH2:15][C:16](N(OC)C)=[O:17])=[CH:11][CH:10]=1)[C:2]1[CH:7]=[CH:6][CH:5]=[CH:4][CH:3]=1.[CH2:22]([Mg]Cl)[CH2:23][CH2:24][CH3:25]. Product: [CH2:1]([O:8][C:9]1[CH:10]=[CH:11][C:12]([CH2:15][C:16](=[O:17])[CH2:22][CH2:23][CH2:24][CH3:25])=[CH:13][CH:14]=1)[C:2]1[CH:3]=[CH:4][CH:5]=[CH:6][CH:7]=1. The catalyst class is: 1. (3) Reactant: C(OC([C:6]1[S:7][C:8]([N:11]2[CH2:16][CH2:15][N:14]([C:17](=[O:28])[C:18]3[CH:23]=[CH:22][CH:21]=[CH:20][C:19]=3[C:24]([F:27])([F:26])[F:25])[CH2:13][CH2:12]2)=[N:9][N:10]=1)=O)C.[OH-].[Na+]. Product: [S:7]1[CH:6]=[N:10][N:9]=[C:8]1[N:11]1[CH2:12][CH2:13][N:14]([C:17]([C:18]2[CH:23]=[CH:22][CH:21]=[CH:20][C:19]=2[C:24]([F:27])([F:25])[F:26])=[O:28])[CH2:15][CH2:16]1. The catalyst class is: 8. (4) Reactant: Br[C:2]1[CH:3]=[CH:4][C:5]([CH:8]([OH:11])[CH2:9][CH3:10])=[N:6][CH:7]=1.[C:12]([C:14]1[CH:19]=[CH:18][C:17](B(O)O)=[CH:16][CH:15]=1)#[N:13].C([O-])([O-])=O.[Na+].[Na+]. Product: [OH:11][CH:8]([C:5]1[N:6]=[CH:7][C:2]([C:17]2[CH:18]=[CH:19][C:14]([C:12]#[N:13])=[CH:15][CH:16]=2)=[CH:3][CH:4]=1)[CH2:9][CH3:10]. The catalyst class is: 335. (5) Reactant: [NH2:1][C:2]1[C:10]2[C:9]([C:11]3[CH:16]=[CH:15][C:14]([Cl:17])=[C:13]([Cl:18])[CH:12]=3)=[N:8][C:7](S(C)=O)=[N:6][C:5]=2[S:4][C:3]=1[C:22]([NH2:24])=[O:23].[NH2:25][C@H:26]1[CH2:30][CH2:29][N:28]([C:31]([O:33][C:34]([CH3:37])([CH3:36])[CH3:35])=[O:32])[CH2:27]1. Product: [NH2:1][C:2]1[C:10]2[C:9]([C:11]3[CH:16]=[CH:15][C:14]([Cl:17])=[C:13]([Cl:18])[CH:12]=3)=[N:8][C:7]([NH:25][C@H:26]3[CH2:30][CH2:29][N:28]([C:31]([O:33][C:34]([CH3:37])([CH3:36])[CH3:35])=[O:32])[CH2:27]3)=[N:6][C:5]=2[S:4][C:3]=1[C:22](=[O:23])[NH2:24]. The catalyst class is: 1. (6) Reactant: [C:1]([O:4][C:5](=[O:7])[CH3:6])(=O)[CH3:2].N1C=CC=CC=1.[CH3:14][C:15]1[CH:16]=C(O)C=[CH:19][CH:20]=1.Cl. Product: [C:5]([O:4][C:1]1[CH:14]=[C:15]([CH3:16])[CH:20]=[CH:19][CH:2]=1)(=[O:7])[CH3:6]. The catalyst class is: 4. (7) Reactant: [CH2:1]([N:5]1[C:10](=[O:11])[C:9]([C:12](O)=[O:13])=[CH:8][C:7]2[CH2:15][CH2:16][CH2:17][CH2:18][CH2:19][CH2:20][C:6]1=2)[CH2:2][CH2:3][CH3:4].S(Cl)([Cl:23])=O. Product: [CH2:1]([N:5]1[C:10](=[O:11])[C:9]([C:12]([Cl:23])=[O:13])=[CH:8][C:7]2[CH2:15][CH2:16][CH2:17][CH2:18][CH2:19][CH2:20][C:6]1=2)[CH2:2][CH2:3][CH3:4]. The catalyst class is: 11.